This data is from Peptide-MHC class II binding affinity with 134,281 pairs from IEDB. The task is: Regression. Given a peptide amino acid sequence and an MHC pseudo amino acid sequence, predict their binding affinity value. This is MHC class II binding data. The peptide sequence is LWQLNGRLEYCLKDR. The MHC is DRB4_0101 with pseudo-sequence DRB4_0103. The binding affinity (normalized) is 0.108.